From a dataset of Reaction yield outcomes from USPTO patents with 853,638 reactions. Predict the reaction yield, written as a fraction of the theoretical maximum amount of product (1.0 means a 100% yield; for example, 0.34 means a 34% yield). The reactants are [C:1]([N:4]1[C:13]2[C:8](=[CH:9][C:10]([F:14])=[CH:11][CH:12]=2)[C@@H:7]([OH:15])[CH2:6][C@@H:5]1[CH3:16])(=[O:3])[CH3:2].[F:17][C:18]1[CH:23]=[CH:22][C:21](O)=[CH:20][CH:19]=1. No catalyst specified. The product is [C:1]([N:4]1[C:13]2[C:8](=[CH:9][C:10]([F:14])=[CH:11][CH:12]=2)[C@H:7]([O:15][C:21]2[CH:22]=[CH:23][C:18]([F:17])=[CH:19][CH:20]=2)[CH2:6][C@@H:5]1[CH3:16])(=[O:3])[CH3:2]. The yield is 0.610.